From a dataset of Forward reaction prediction with 1.9M reactions from USPTO patents (1976-2016). Predict the product of the given reaction. (1) The product is: [OH:2][CH2:1][CH2:3][NH:4][C:8]([C:10]1[C:11]2[S:19][CH:18]=[C:17]([CH2:20][O:21][C:22]3[CH:27]=[C:26]([C:28]4[N:32]([CH2:33][C:34]5[CH:39]=[CH:38][C:37]([O:40][CH3:41])=[CH:36][CH:35]=5)[C:31]([CH3:42])=[N:30][N:29]=4)[CH:25]=[CH:24][C:23]=3[CH3:43])[C:12]=2[C:13]([NH2:16])=[N:14][CH:15]=1)=[O:7]. Given the reactants [CH2:1]([CH2:3][NH2:4])[OH:2].C([O:7][C:8]([C:10]1[C:11]2[S:19][CH:18]=[C:17]([CH2:20][O:21][C:22]3[CH:27]=[C:26]([C:28]4[N:32]([CH2:33][C:34]5[CH:39]=[CH:38][C:37]([O:40][CH3:41])=[CH:36][CH:35]=5)[C:31]([CH3:42])=[N:30][N:29]=4)[CH:25]=[CH:24][C:23]=3[CH3:43])[C:12]=2[C:13]([NH2:16])=[N:14][CH:15]=1)=O)C, predict the reaction product. (2) Given the reactants [NH:1]([C:16]([O:18][CH2:19][CH:20]1[C:32]2[C:27](=[CH:28][CH:29]=[CH:30][CH:31]=2)[C:26]2[C:21]1=[CH:22][CH:23]=[CH:24][CH:25]=2)=[O:17])[C@H:2]([C:13](O)=[O:14])[CH2:3][C:4]1[C:12]2[C:7](=[CH:8][CH:9]=[CH:10][CH:11]=2)[NH:6][CH:5]=1.ON1C(=O)CCC1=O.Cl.CN(C)CCCN=C=NCC.C(N(CC)C(C)C)(C)C.[NH2:62][C@H:63]([C:71]([OH:73])=[O:72])[CH2:64][S:65][S:66][C:67]([CH3:70])([CH3:69])[CH3:68].Cl, predict the reaction product. The product is: [NH:6]1[C:7]2[C:12](=[CH:11][CH:10]=[CH:9][CH:8]=2)[C:4]([CH2:3][C@@H:2]([C:13](=[O:14])[NH:62][C@H:63]([C:71]([OH:73])=[O:72])[CH2:64][S:65][S:66][C:67]([CH3:70])([CH3:68])[CH3:69])[NH:1][C:16](=[O:17])[O:18][CH2:19][CH:20]2[C:32]3[CH:31]=[CH:30][CH:29]=[CH:28][C:27]=3[C:26]3[C:21]2=[CH:22][CH:23]=[CH:24][CH:25]=3)=[CH:5]1. (3) Given the reactants [CH3:1][O:2][C:3](=[O:28])[C@@H:4]([NH:8][C:9]([C:22]1[CH:27]=[CH:26][CH:25]=[CH:24][CH:23]=1)([C:16]1[CH:21]=[CH:20][CH:19]=[CH:18][CH:17]=1)[C:10]1[CH:15]=[CH:14][CH:13]=[CH:12][CH:11]=1)[C@H:5]([NH2:7])[CH3:6].[C:29](ON1C(=O)CCC1=O)([O:31][CH2:32][CH:33]1[C:45]2[C:40](=[CH:41][CH:42]=[CH:43][CH:44]=2)[C:39]2[C:34]1=[CH:35][CH:36]=[CH:37][CH:38]=2)=[O:30], predict the reaction product. The product is: [CH3:1][O:2][C:3](=[O:28])[C@@H:4]([NH:8][C:9]([C:22]1[CH:27]=[CH:26][CH:25]=[CH:24][CH:23]=1)([C:10]1[CH:15]=[CH:14][CH:13]=[CH:12][CH:11]=1)[C:16]1[CH:17]=[CH:18][CH:19]=[CH:20][CH:21]=1)[C@H:5]([NH:7][C:29]([O:31][CH2:32][CH:33]1[C:34]2[C:39](=[CH:38][CH:37]=[CH:36][CH:35]=2)[C:40]2[C:45]1=[CH:44][CH:43]=[CH:42][CH:41]=2)=[O:30])[CH3:6]. (4) Given the reactants O.[N:2]1(C(OCC2C=CC=CC=2)=O)[CH2:7][CH2:6][CH:5]([C:8]([O:10][C:11]([CH3:14])([CH3:13])[CH3:12])=[O:9])[CH2:4][CH2:3]1.[H][H].CO, predict the reaction product. The product is: [NH:2]1[CH2:7][CH2:6][CH:5]([C:8]([O:10][C:11]([CH3:14])([CH3:13])[CH3:12])=[O:9])[CH2:4][CH2:3]1. (5) Given the reactants [C:1]([C:5]1[N:10]=[CH:9][C:8]([C:11]2[N:12]([C:32]([N:34]3[CH2:39][C@@H:38]4[C@@H:36]([CH:37]4[C:40](O)=[O:41])[CH2:35]3)=[O:33])[C@@:13]([C:25]3[CH:30]=[CH:29][C:28]([Cl:31])=[CH:27][CH:26]=3)([CH3:24])[C@@:14]([C:17]3[CH:22]=[CH:21][C:20]([Cl:23])=[CH:19][CH:18]=3)([CH3:16])[N:15]=2)=[C:7]([O:43][CH2:44][CH3:45])[CH:6]=1)([CH3:4])([CH3:3])[CH3:2].[CH3:46][O:47][C@@H:48]1[CH2:52][CH2:51][NH:50][CH2:49]1, predict the reaction product. The product is: [C:1]([C:5]1[N:10]=[CH:9][C:8]([C:11]2[N:12]([C:32]([N:34]3[CH2:39][C@@H:38]4[C@@H:36]([CH:37]4[C:40]([N:50]4[CH2:51][CH2:52][C@@H:48]([O:47][CH3:46])[CH2:49]4)=[O:41])[CH2:35]3)=[O:33])[C@@:13]([C:25]3[CH:26]=[CH:27][C:28]([Cl:31])=[CH:29][CH:30]=3)([CH3:24])[C@@:14]([C:17]3[CH:18]=[CH:19][C:20]([Cl:23])=[CH:21][CH:22]=3)([CH3:16])[N:15]=2)=[C:7]([O:43][CH2:44][CH3:45])[CH:6]=1)([CH3:4])([CH3:2])[CH3:3]. (6) The product is: [CH2:27]([NH:30][C:20](=[O:21])[C:19]1[CH:23]=[CH:24][CH:25]=[CH:26][C:18]=1[NH:17][C:13]1[CH:12]=[C:11]2[C:16]([C:8]([CH:7]=[N:6][N:1]3[CH:2]=[CH:3][CH:4]=[CH:5]3)=[N:9][NH:10]2)=[CH:15][CH:14]=1)[C:28]#[CH:29]. Given the reactants [N:1]1([N:6]=[CH:7][C:8]2[C:16]3[C:11](=[CH:12][C:13]([NH:17][C:18]4[CH:26]=[CH:25][CH:24]=[CH:23][C:19]=4[C:20](O)=[O:21])=[CH:14][CH:15]=3)[NH:10][N:9]=2)[CH:5]=[CH:4][CH:3]=[CH:2]1.[CH2:27]([NH2:30])[C:28]#[CH:29], predict the reaction product. (7) Given the reactants Br[C:2]1[CH:3]=[CH:4][C:5]([F:10])=[C:6]([CH:9]=1)[C:7]#[N:8].[C:11](=[NH:24])([C:18]1[CH:23]=[CH:22][CH:21]=[CH:20][CH:19]=1)[C:12]1[CH:17]=[CH:16][CH:15]=[CH:14][CH:13]=1.C([O-])([O-])=O.[Cs+].[Cs+], predict the reaction product. The product is: [C:11](=[N:24][C:2]1[CH:3]=[CH:4][C:5]([F:10])=[C:6]([CH:9]=1)[C:7]#[N:8])([C:18]1[CH:19]=[CH:20][CH:21]=[CH:22][CH:23]=1)[C:12]1[CH:17]=[CH:16][CH:15]=[CH:14][CH:13]=1. (8) Given the reactants Cl.Cl.[Cl:3][C:4]1[CH:9]=[CH:8][C:7]([C:10]2[CH:15]=[CH:14][C:13]([O:16][C:17]([F:20])([F:19])[F:18])=[C:12]([CH2:21][NH:22][C@H:23]3[CH2:28][CH2:27][NH:26][CH2:25][C@H:24]3[C:29]3[CH:34]=[CH:33][CH:32]=[CH:31][CH:30]=3)[CH:11]=2)=[C:6]([F:35])[CH:5]=1.[O:36]=[C:37]1[CH2:42][CH:41]([C:43](O)=[O:44])[CH2:40][C:39](=[O:46])[NH:38]1.CCN=C=NCCCN(C)C.Cl.C1C=CC2N(O)N=NC=2C=1.Cl.C(OCC)(=O)C, predict the reaction product. The product is: [ClH:3].[Cl:3][C:4]1[CH:9]=[CH:8][C:7]([C:10]2[CH:15]=[CH:14][C:13]([O:16][C:17]([F:20])([F:19])[F:18])=[C:12]([CH2:21][NH:22][C@H:23]3[CH2:28][CH2:27][N:26]([C:43]([CH:41]4[CH2:40][C:39](=[O:46])[NH:38][C:37](=[O:36])[CH2:42]4)=[O:44])[CH2:25][C@H:24]3[C:29]3[CH:34]=[CH:33][CH:32]=[CH:31][CH:30]=3)[CH:11]=2)=[C:6]([F:35])[CH:5]=1. (9) Given the reactants [CH3:1][O:2][C:3]1[CH:8]=[CH:7][C:6]([S:9]([C:12]([CH2:19][C:20]2[CH:21]=[N:22][CH:23]=[CH:24][CH:25]=2)([CH2:16][C:17]#[CH:18])[C:13](O)=[O:14])(=[O:11])=[O:10])=[CH:5][CH:4]=1.Cl.[NH2:27][OH:28], predict the reaction product. The product is: [OH:28][NH:27][C:13](=[O:14])[C:12]([S:9]([C:6]1[CH:7]=[CH:8][C:3]([O:2][CH3:1])=[CH:4][CH:5]=1)(=[O:11])=[O:10])([CH2:19][C:20]1[CH:21]=[N:22][CH:23]=[CH:24][CH:25]=1)[CH2:16][C:17]#[CH:18].